The task is: Predict which catalyst facilitates the given reaction.. This data is from Catalyst prediction with 721,799 reactions and 888 catalyst types from USPTO. Reactant: [NH:1]1[C:9]2[C:4](=[CH:5][CH:6]=[CH:7][C:8]=2[CH2:10][NH:11][CH2:12][CH2:13][OH:14])[CH:3]=[CH:2]1.[CH3:15][C:16]([O:19][C:20](O[C:20]([O:19][C:16]([CH3:18])([CH3:17])[CH3:15])=[O:21])=[O:21])([CH3:18])[CH3:17]. Product: [C:16]([O:19][C:20](=[O:21])[N:11]([CH2:12][CH2:13][OH:14])[CH2:10][C:8]1[CH:7]=[CH:6][CH:5]=[C:4]2[C:9]=1[NH:1][CH:2]=[CH:3]2)([CH3:18])([CH3:17])[CH3:15]. The catalyst class is: 7.